From a dataset of Forward reaction prediction with 1.9M reactions from USPTO patents (1976-2016). Predict the product of the given reaction. (1) Given the reactants [OH:1][C:2]([CH3:12])([CH3:11])[C:3]([C:5]1[CH:10]=[CH:9][CH:8]=[CH:7][CH:6]=1)=[O:4].C(N(CC)CC)C.[Cl:20][CH2:21][CH2:22][C:23](Cl)=[O:24], predict the reaction product. The product is: [CH3:11][C:2]([O:1][C:23](=[O:24])[CH2:22][CH2:21][Cl:20])([CH3:12])[C:3](=[O:4])[C:5]1[CH:10]=[CH:9][CH:8]=[CH:7][CH:6]=1. (2) Given the reactants [N:1]1([C:6]([O:8][C:9]2[CH:14]=[CH:13][C:12]([CH2:15][C@H:16]([NH:24][C:25]3[C:30]([NH:31][S:32]([CH3:35])(=[O:34])=[O:33])=[CH:29][N:28]=[C:27]([N:36]([CH2:39][CH3:40])[CH2:37][CH3:38])[N:26]=3)[C:17]([O:19][C:20]([CH3:23])([CH3:22])[CH3:21])=[O:18])=[CH:11][CH:10]=2)=[O:7])[CH2:5][CH2:4][CH2:3][CH2:2]1.C([O-])([O-])=O.[K+].[K+].[CH2:47](Cl)[C:48]#[CH:49], predict the reaction product. The product is: [N:1]1([C:6]([O:8][C:9]2[CH:14]=[CH:13][C:12]([CH2:15][C@H:16]([NH:24][C:25]3[C:30]([N:31]([CH2:49][C:48]#[CH:47])[S:32]([CH3:35])(=[O:34])=[O:33])=[CH:29][N:28]=[C:27]([N:36]([CH2:37][CH3:38])[CH2:39][CH3:40])[N:26]=3)[C:17]([O:19][C:20]([CH3:23])([CH3:22])[CH3:21])=[O:18])=[CH:11][CH:10]=2)=[O:7])[CH2:2][CH2:3][CH2:4][CH2:5]1. (3) Given the reactants [CH3:1][CH:2]([C:11]1[CH:12]=[C:13]([CH2:17][CH2:18][NH:19]C(OCC2C=CC=CC=2)=O)[CH:14]=[CH:15][CH:16]=1)[CH2:3][NH:4][S:5]([CH:8]([CH3:10])[CH3:9])(=[O:7])=[O:6], predict the reaction product. The product is: [NH2:19][CH2:18][CH2:17][C:13]1[CH:12]=[C:11]([CH:2]([CH3:1])[CH2:3][NH:4][S:5]([CH:8]([CH3:10])[CH3:9])(=[O:7])=[O:6])[CH:16]=[CH:15][CH:14]=1. (4) Given the reactants [Cl:1][C:2]1[CH:7]=[CH:6][C:5]([NH:8][CH2:9][CH2:10][CH2:11][NH2:12])=[CH:4][C:3]=1[O:13][CH3:14].[F:15][C:16]([F:31])([F:30])[C:17]1[CH:18]=[C:19]([CH:23]=[C:24]([C:26]([F:29])([F:28])[F:27])[CH:25]=1)[C:20](O)=[O:21].O.ON1C2C=CC=CC=2N=N1.Cl.CN(C)CCCN=C=NCC.C(N(CC)C(C)C)(C)C, predict the reaction product. The product is: [Cl:1][C:2]1[CH:7]=[CH:6][C:5]([NH:8][CH2:9][CH2:10][CH2:11][NH:12][C:20](=[O:21])[C:19]2[CH:23]=[C:24]([C:26]([F:27])([F:28])[F:29])[CH:25]=[C:17]([C:16]([F:15])([F:30])[F:31])[CH:18]=2)=[CH:4][C:3]=1[O:13][CH3:14]. (5) Given the reactants [C:1]([C:5]1[CH:6]=[C:7]([NH:17][C:18]([C:20]2[C:29]3[C:24](=[CH:25][C:26]([O:30][C:31]4[CH:36]=[C:35](Cl)[N:34]=[CH:33][N:32]=4)=[CH:27][CH:28]=3)[CH:23]=[CH:22][CH:21]=2)=[O:19])[N:8]([C:10]2[CH:15]=[CH:14][C:13]([F:16])=[CH:12][CH:11]=2)[N:9]=1)([CH3:4])([CH3:3])[CH3:2].[NH2:38][CH2:39][CH2:40][CH2:41][N:42]1[CH2:47][CH2:46][N:45]([CH3:48])[CH2:44][CH2:43]1, predict the reaction product. The product is: [C:1]([C:5]1[CH:6]=[C:7]([NH:17][C:18]([C:20]2[C:29]3[C:24](=[CH:25][C:26]([O:30][C:31]4[CH:36]=[C:35]([NH:38][CH2:39][CH2:40][CH2:41][N:42]5[CH2:43][CH2:44][N:45]([CH3:48])[CH2:46][CH2:47]5)[N:34]=[CH:33][N:32]=4)=[CH:27][CH:28]=3)[CH:23]=[CH:22][CH:21]=2)=[O:19])[N:8]([C:10]2[CH:15]=[CH:14][C:13]([F:16])=[CH:12][CH:11]=2)[N:9]=1)([CH3:4])([CH3:3])[CH3:2]. (6) Given the reactants [C:1]([N:4]1[CH2:9][CH2:8][NH:7][CH2:6][CH2:5]1)(=[O:3])[CH3:2].C(N(CC)C(C)C)(C)C.F[C:20]1[CH:21]=[CH:22][C:23]([N+:28]([O-:30])=[O:29])=[C:24]([CH:27]=1)[C:25]#[N:26], predict the reaction product. The product is: [C:1]([N:4]1[CH2:9][CH2:8][N:7]([C:20]2[CH:21]=[CH:22][C:23]([N+:28]([O-:30])=[O:29])=[C:24]([CH:27]=2)[C:25]#[N:26])[CH2:6][CH2:5]1)(=[O:3])[CH3:2].